Dataset: Full USPTO retrosynthesis dataset with 1.9M reactions from patents (1976-2016). Task: Predict the reactants needed to synthesize the given product. (1) The reactants are: O[C:2]1[N:7]([CH3:8])[C:6](=[O:9])[C:5]([C:10]2[S:11][CH:12]=[C:13]([CH3:15])[N:14]=2)=[CH:4][C:3]=1[C:16]1[CH:21]=[CH:20][C:19]([O:22][CH3:23])=[CH:18][CH:17]=1.O=P(Cl)(Cl)[Cl:26]. Given the product [Cl:26][C:2]1[N:7]([CH3:8])[C:6](=[O:9])[C:5]([C:10]2[S:11][CH:12]=[C:13]([CH3:15])[N:14]=2)=[CH:4][C:3]=1[C:16]1[CH:21]=[CH:20][C:19]([O:22][CH3:23])=[CH:18][CH:17]=1, predict the reactants needed to synthesize it. (2) Given the product [C:6]([C:10]1[CH:15]=[CH:14][C:13]([CH2:35][OH:36])=[C:12]([CH:16]([O:19][CH3:20])[O:17][CH3:18])[C:11]=1[O:21][CH2:22][O:23][CH3:24])([CH3:9])([CH3:7])[CH3:8], predict the reactants needed to synthesize it. The reactants are: C([Li])(CC)C.[C:6]([C:10]1[CH:15]=[CH:14][CH:13]=[C:12]([CH:16]([O:19][CH3:20])[O:17][CH3:18])[C:11]=1[O:21][CH2:22][O:23][CH3:24])([CH3:9])([CH3:8])[CH3:7].CN(C)CCN(C)C.CN(C)[CH:35]=[O:36].Cl.[BH4-].[Na+]. (3) Given the product [OH:28][NH:27][C:34]([CH:35]1[O:8][C:7]([CH:19]2[CH2:24][CH2:23][CH2:22][CH2:21][CH2:20]2)([CH:13]2[CH2:18][CH2:17][CH2:16][CH2:15][CH2:14]2)[C:6]2[CH:25]=[C:2]([Cl:1])[CH:3]=[CH:4][C:5]=2[O:10]1)=[NH:31], predict the reactants needed to synthesize it. The reactants are: [Cl:1][C:2]1[CH:3]=[CH:4][C:5]2[O:10]C(C#N)[O:8][C:7]([CH:19]3[CH2:24][CH2:23][CH2:22][CH2:21][CH2:20]3)([CH:13]3[CH2:18][CH2:17][CH2:16][CH2:15][CH2:14]3)[C:6]=2[CH:25]=1.Cl.[NH2:27][OH:28].C([N:31]([CH2:34][CH3:35])CC)C. (4) Given the product [F:21][CH:27]1[CH2:26][C:25]2[C:29](=[C:30]([F:32])[CH:31]=[C:23]([F:22])[CH:24]=2)[C:28]1=[O:33], predict the reactants needed to synthesize it. The reactants are: [B-](F)(F)(F)F.[B-](F)(F)(F)F.C1[N+]2(CCl)CC[N+]([F:21])(CC2)C1.[F:22][C:23]1[CH:24]=[C:25]2[C:29](=[C:30]([F:32])[CH:31]=1)[C:28](=[O:33])[CH2:27][CH2:26]2. (5) Given the product [CH2:26]([O:25][CH2:24][N:16]1[C:15](=[O:21])[C:14]([CH3:22])=[C:13]([Br:12])[N:18]([CH3:19])[C:17]1=[O:20])[C:27]1[CH:32]=[CH:31][CH:30]=[CH:29][CH:28]=1, predict the reactants needed to synthesize it. The reactants are: N12CCCN=C1CCCCC2.[Br:12][C:13]1[N:18]([CH3:19])[C:17](=[O:20])[NH:16][C:15](=[O:21])[C:14]=1[CH3:22].Cl[CH2:24][O:25][CH2:26][C:27]1[CH:32]=[CH:31][CH:30]=[CH:29][CH:28]=1. (6) Given the product [CH:28]([NH:1][CH:2]1[CH2:7][CH2:6][CH2:5][CH2:4][CH:3]1[NH:8][C:9](=[O:26])[C:10]1[C:15]([C:16]([F:19])([F:18])[F:17])=[CH:14][C:13]([C:20]([F:21])([F:22])[F:23])=[CH:12][C:11]=1[O:24][CH3:25])([CH3:30])[CH3:27], predict the reactants needed to synthesize it. The reactants are: [NH2:1][C@H:2]1[CH2:7][CH2:6][CH2:5][CH2:4][C@H:3]1[NH:8][C:9](=[O:26])[C:10]1[C:15]([C:16]([F:19])([F:18])[F:17])=[CH:14][C:13]([C:20]([F:23])([F:22])[F:21])=[CH:12][C:11]=1[O:24][CH3:25].[CH3:27][C:28]([CH3:30])=O. (7) Given the product [NH:1]1[C:9]2[C:4](=[CH:5][C:6]([NH:10][CH:11]3[CH2:16][CH2:15][CH:14]([NH:24][CH2:18][CH2:19][CH2:20][CH2:21][CH3:22])[CH2:13][CH2:12]3)=[CH:7][CH:8]=2)[CH:3]=[N:2]1, predict the reactants needed to synthesize it. The reactants are: [NH:1]1[C:9]2[C:4](=[CH:5][C:6]([NH:10][CH:11]3[CH2:16][CH2:15][C:14](=O)[CH2:13][CH2:12]3)=[CH:7][CH:8]=2)[CH:3]=[N:2]1.[C:18]1([NH:24]CCN)C=[CH:22][CH:21]=[CH:20][CH:19]=1.C(O[BH-](OC(=O)C)OC(=O)C)(=O)C.[Na+].Cl.CO. (8) Given the product [CH3:17][O:18][C:19]1[CH:26]=[CH:25][CH:24]=[CH:23][C:20]=1[CH:21]=[C:7]1[C:6]2[CH:5]=[C:4]([N+:1]([O-:3])=[O:2])[CH:16]=[CH:15][C:14]=2[C:13]2[C:8]1=[CH:9][CH:10]=[CH:11][CH:12]=2, predict the reactants needed to synthesize it. The reactants are: [N+:1]([C:4]1[CH:16]=[CH:15][C:14]2[C:13]3[C:8](=[CH:9][CH:10]=[CH:11][CH:12]=3)[CH2:7][C:6]=2[CH:5]=1)([O-:3])=[O:2].[CH3:17][O:18][C:19]1[CH:26]=[CH:25][CH:24]=[CH:23][C:20]=1[CH:21]=O.C(Cl)Cl. (9) Given the product [F:19][C:20]([F:33])([F:32])[S:21]([O:18][C:14]1[CH:15]=[C:16]2[C:11](=[CH:12][CH:13]=1)[N:10]=[CH:9][C:8]([CH2:7][N:4]1[CH2:5][CH2:6][O:1][CH2:2][CH2:3]1)=[CH:17]2)(=[O:23])=[O:22], predict the reactants needed to synthesize it. The reactants are: [O:1]1[CH2:6][CH2:5][N:4]([CH2:7][C:8]2[CH:9]=[N:10][C:11]3[C:16]([CH:17]=2)=[CH:15][C:14]([OH:18])=[CH:13][CH:12]=3)[CH2:3][CH2:2]1.[F:19][C:20]([F:33])([F:32])[S:21](O[S:21]([C:20]([F:33])([F:32])[F:19])(=[O:23])=[O:22])(=[O:23])=[O:22].